From a dataset of Full USPTO retrosynthesis dataset with 1.9M reactions from patents (1976-2016). Predict the reactants needed to synthesize the given product. (1) Given the product [CH3:13][O:12][C:11]1[CH:10]=[CH:9][C:8]([NH:14][C:15]([C:17]2[CH:22]=[CH:21][C:20]([C:23]3[CH:28]=[CH:27][CH:26]=[CH:25][CH:24]=3)=[CH:19][CH:18]=2)=[O:16])=[CH:7][C:6]=1[NH:5][C:3](=[O:4])[CH2:2][N:39]1[CH2:38][CH:37]2[O:44][CH:41]([CH2:42][CH2:43]2)[CH2:40]1, predict the reactants needed to synthesize it. The reactants are: Cl[CH2:2][C:3]([NH:5][C:6]1[CH:7]=[C:8]([NH:14][C:15]([C:17]2[CH:22]=[CH:21][C:20]([C:23]3[CH:28]=[CH:27][CH:26]=[CH:25][CH:24]=3)=[CH:19][CH:18]=2)=[O:16])[CH:9]=[CH:10][C:11]=1[O:12][CH3:13])=[O:4].C(N(CC)CC)C.Cl.[CH:37]12[O:44][CH:41]([CH2:42][CH2:43]1)[CH2:40][NH:39][CH2:38]2.[I-].[K+]. (2) Given the product [CH2:36]([O:7][C:6]([C@H:12]1[CH2:11][CH2:10][C@@H:9]2[CH2:16][C@H:13]1[CH:14]([OH:15])[N:8]2[C:6]([O:5][C:1]([CH3:2])([CH3:3])[CH3:4])=[O:7])=[O:5])[C:34]1[CH:33]=[CH:3][CH:1]=[CH:2][CH:35]=1, predict the reactants needed to synthesize it. The reactants are: [C:1]([O:5][C:6]([N:8]1[C:14](=[O:15])[C@@H:13]2[CH2:16][C@H:9]1[CH2:10][CH2:11][C@@H:12]2NC(OCC1C=CC=CC=1)=O)=[O:7])([CH3:4])([CH3:3])[CH3:2].[CH3:33][CH:34]([CH2:36][AlH][CH2:33][CH:34]([CH3:36])[CH3:35])[CH3:35]. (3) Given the product [O:2]1[CH2:6][CH2:5][CH:4]([CH2:7][NH:8][C:25]([C:22]2[N:23]=[N:24][N:20]([CH2:16][CH2:17][CH2:18][CH3:19])[N:21]=2)=[O:26])[CH2:3]1, predict the reactants needed to synthesize it. The reactants are: Cl.[O:2]1[CH2:6][CH2:5][CH:4]([CH2:7][NH2:8])[CH2:3]1.C(N(CC)CC)C.[CH2:16]([N:20]1[N:24]=[N:23][C:22]([C:25](O)=[O:26])=[N:21]1)[CH2:17][CH2:18][CH3:19].ON1C2C=CC=CC=2N=N1.Cl.C(N=C=NCCCN(C)C)C.Cl. (4) Given the product [CH3:1][C:2]1[CH:7]=[C:6]([CH3:8])[CH:5]=[CH:4][C:3]=1[NH:9][C:10]([C:12]1[N:13]=[C:14]([C:22]2[CH:23]=[CH:24][C:25]([S:28][C:29]([CH3:33])([CH3:34])[C:30]([O-:32])=[O:31])=[CH:26][CH:27]=2)[N:15]([CH2:17][CH2:18][CH2:19][CH2:20][CH3:21])[CH:16]=1)=[O:11].[Na+:36], predict the reactants needed to synthesize it. The reactants are: [CH3:1][C:2]1[CH:7]=[C:6]([CH3:8])[CH:5]=[CH:4][C:3]=1[NH:9][C:10]([C:12]1[N:13]=[C:14]([C:22]2[CH:27]=[CH:26][C:25]([S:28][C:29]([CH3:34])([CH3:33])[C:30]([OH:32])=[O:31])=[CH:24][CH:23]=2)[N:15]([CH2:17][CH2:18][CH2:19][CH2:20][CH3:21])[CH:16]=1)=[O:11].[OH-].[Na+:36]. (5) Given the product [CH3:22][O:23][CH2:24][CH2:25][C:13]1([C:18]([O:20][CH3:21])=[O:19])[CH2:17][CH2:16][CH2:15][CH2:14]1, predict the reactants needed to synthesize it. The reactants are: C(NC(C)C)(C)C.C([Li])CCC.[CH:13]1([C:18]([O:20][CH3:21])=[O:19])[CH2:17][CH2:16][CH2:15][CH2:14]1.[CH3:22][O:23][CH2:24][CH2:25]Br.